This data is from HIV replication inhibition screening data with 41,000+ compounds from the AIDS Antiviral Screen. The task is: Binary Classification. Given a drug SMILES string, predict its activity (active/inactive) in a high-throughput screening assay against a specified biological target. The molecule is COc1ccc(N2C(=O)C3c4[nH]c5ccc([N+](=O)[O-])cc5c4C4CCC(C(C)(C)C)CC4C3C2=O)cc1. The result is 0 (inactive).